This data is from NCI-60 drug combinations with 297,098 pairs across 59 cell lines. The task is: Regression. Given two drug SMILES strings and cell line genomic features, predict the synergy score measuring deviation from expected non-interaction effect. (1) Drug 1: C1=CC(=CC=C1CC(C(=O)O)N)N(CCCl)CCCl.Cl. Drug 2: C1=CC=C(C=C1)NC(=O)CCCCCCC(=O)NO. Cell line: SK-MEL-5. Synergy scores: CSS=36.6, Synergy_ZIP=-2.04, Synergy_Bliss=1.99, Synergy_Loewe=-9.40, Synergy_HSA=-1.46. (2) Drug 1: CC1=C(C=C(C=C1)NC2=NC=CC(=N2)N(C)C3=CC4=NN(C(=C4C=C3)C)C)S(=O)(=O)N.Cl. Drug 2: CC1=C2C(C(=O)C3(C(CC4C(C3C(C(C2(C)C)(CC1OC(=O)C(C(C5=CC=CC=C5)NC(=O)C6=CC=CC=C6)O)O)OC(=O)C7=CC=CC=C7)(CO4)OC(=O)C)O)C)OC(=O)C. Cell line: NCI/ADR-RES. Synergy scores: CSS=-0.335, Synergy_ZIP=2.66, Synergy_Bliss=4.50, Synergy_Loewe=1.81, Synergy_HSA=1.24. (3) Drug 1: C1=NC2=C(N1)C(=S)N=C(N2)N. Synergy scores: CSS=37.7, Synergy_ZIP=0.577, Synergy_Bliss=-0.276, Synergy_Loewe=-12.2, Synergy_HSA=-0.648. Cell line: HOP-62. Drug 2: CCCS(=O)(=O)NC1=C(C(=C(C=C1)F)C(=O)C2=CNC3=C2C=C(C=N3)C4=CC=C(C=C4)Cl)F. (4) Drug 2: C1=NC2=C(N=C(N=C2N1C3C(C(C(O3)CO)O)F)Cl)N. Drug 1: CC1C(C(=O)NC(C(=O)N2CCCC2C(=O)N(CC(=O)N(C(C(=O)O1)C(C)C)C)C)C(C)C)NC(=O)C3=C4C(=C(C=C3)C)OC5=C(C(=O)C(=C(C5=N4)C(=O)NC6C(OC(=O)C(N(C(=O)CN(C(=O)C7CCCN7C(=O)C(NC6=O)C(C)C)C)C)C(C)C)C)N)C. Synergy scores: CSS=33.5, Synergy_ZIP=-5.44, Synergy_Bliss=-1.64, Synergy_Loewe=-1.89, Synergy_HSA=-2.30. Cell line: HCC-2998. (5) Drug 1: C1CN1C2=NC(=NC(=N2)N3CC3)N4CC4. Drug 2: COCCOC1=C(C=C2C(=C1)C(=NC=N2)NC3=CC=CC(=C3)C#C)OCCOC.Cl. Cell line: ACHN. Synergy scores: CSS=65.8, Synergy_ZIP=-6.89, Synergy_Bliss=-6.58, Synergy_Loewe=-2.31, Synergy_HSA=0.305. (6) Drug 1: CC(CN1CC(=O)NC(=O)C1)N2CC(=O)NC(=O)C2. Drug 2: COC1=NC(=NC2=C1N=CN2C3C(C(C(O3)CO)O)O)N. Cell line: EKVX. Synergy scores: CSS=4.56, Synergy_ZIP=0.872, Synergy_Bliss=2.12, Synergy_Loewe=-7.72, Synergy_HSA=-4.98. (7) Drug 1: C1CN(CCN1C(=O)CCBr)C(=O)CCBr. Drug 2: CC1=C(C(=O)C2=C(C1=O)N3CC4C(C3(C2COC(=O)N)OC)N4)N. Cell line: HCT-15. Synergy scores: CSS=55.1, Synergy_ZIP=-9.91, Synergy_Bliss=-5.40, Synergy_Loewe=-2.45, Synergy_HSA=0.201. (8) Drug 1: C1CCN(CC1)CCOC2=CC=C(C=C2)C(=O)C3=C(SC4=C3C=CC(=C4)O)C5=CC=C(C=C5)O. Drug 2: C1=CC=C(C=C1)NC(=O)CCCCCCC(=O)NO. Cell line: BT-549. Synergy scores: CSS=-5.12, Synergy_ZIP=3.58, Synergy_Bliss=5.48, Synergy_Loewe=-4.78, Synergy_HSA=-0.314. (9) Cell line: PC-3. Synergy scores: CSS=-0.233, Synergy_ZIP=-0.179, Synergy_Bliss=-0.560, Synergy_Loewe=-2.87, Synergy_HSA=-2.87. Drug 1: CNC(=O)C1=CC=CC=C1SC2=CC3=C(C=C2)C(=NN3)C=CC4=CC=CC=N4. Drug 2: C(CCl)NC(=O)N(CCCl)N=O.